From a dataset of Antibody paratope prediction from SAbDab with 1,023 antibody chains. Token-level Classification. Given an antibody amino acid sequence, predict which amino acid positions are active in antigen binding. Output is a list of indices for active paratope positions. (1) Given the antibody sequence: EVQLQQSGAELVKPGASVKLSCTASGFNIKDTYMHWVKQRPEQGLEWIGRIDPANGYSKYDPKFQGKATITADTSSNAAYLQLSSLTSEDTAVYFCARDYEGFAYWGQGTLVTVSS, which amino acid positions are active in antigen binding (paratope)? The paratope positions are: [52, 83, 84, 85]. (2) Given the antibody sequence: EIVMTQSPGTLSLSPGERATLSCRASQSVSMNYLAWFQQKPGQAPRLLIYGASRRATGIPDRISGSGSGTDFTLTISRLEPADFAVYYCQQYGTSPRTFGQGAKVEIK, which amino acid positions are active in antigen binding (paratope)? The paratope positions are: [30]. (3) Given the antibody sequence: QVQLRQSGPELVKPGASVRISCKASGYTFTSYYIHWVKQRPGQGLEWIGWIYPGNVNTKYNEKFKGKATLTADKSSSTAYMQLSSLTSEDSAVYFCARDDYDGAWFAYWGQGTLVTVSA, which amino acid positions are active in antigen binding (paratope)? The paratope positions are: [52, 83, 84, 85, 104, 105]. (4) The paratope positions are: [52, 53, 82, 83, 84, 103, 104, 105, 106, 107, 108, 109, 110, 111, 112, 113]. Given the antibody sequence: QVQLQESGPGLVKPSETLSLTCTVSGGSISGFHWSWIRQPPGKGLEYIGYIYYSGSTSYNPSLKSRVSMSVDTSRNQFSLELSSVTAADTAVYYCARDFGEYHYDGRGFQCEGFDLWGQGTLVTVSS, which amino acid positions are active in antigen binding (paratope)? (5) The paratope positions are: [51, 82, 83, 84, 103, 104, 105, 106, 107]. Given the antibody sequence: AYLQQSGAELVRPGASVKMSCKASGYTFTSYNMHWVKQTPRQGLEWIGAIYPGNGDTSYNQKFKGKATLTVDKSSSTAYMQLSSLTSEDSAVYFCARVVYYSNSYWYFDVWGTGTTVTVSA, which amino acid positions are active in antigen binding (paratope)? (6) Given the antibody sequence: EIVLTQSPGTLSLSPGERATLSCRASQSVSSSYLAWYQQKPGQAPRLLIYGASTRATGIPARFSGSGSGTDFTLTINSLEPEDFAVYYCQQRSNWPPGYTFGQGTKVEIT, which amino acid positions are active in antigen binding (paratope)? The paratope positions are: [30, 96, 97].